This data is from Full USPTO retrosynthesis dataset with 1.9M reactions from patents (1976-2016). The task is: Predict the reactants needed to synthesize the given product. (1) Given the product [Cl:1][C:2]1[CH:10]=[CH:9][C:5]2[C:6](=[O:8])[N:13]=[C:12]([C:14]3[CH:19]=[C:18]([CH2:20][CH2:21][C:22]([O:24][C:25]([CH3:28])([CH3:27])[CH3:26])=[O:23])[CH:17]=[CH:16][N:15]=3)[S:11][C:4]=2[CH:3]=1, predict the reactants needed to synthesize it. The reactants are: [Cl:1][C:2]1[CH:3]=[C:4]([SH:11])[C:5](=[CH:9][CH:10]=1)[C:6]([OH:8])=O.[C:12]([C:14]1[CH:19]=[C:18]([CH2:20][CH2:21][C:22]([O:24][C:25]([CH3:28])([CH3:27])[CH3:26])=[O:23])[CH:17]=[CH:16][N:15]=1)#[N:13]. (2) Given the product [CH:1]1([CH2:7][C@H:8]([N:12]2[CH2:16][C:15]([O:17][C:18]3[CH:23]=[CH:22][CH:21]=[CH:20][C:19]=3[C:24]([F:27])([F:25])[F:26])=[CH:14][C:13]2=[O:28])[C:9]([NH:41][C:38]2[CH:39]=[CH:40][N:36]([CH3:35])[N:37]=2)=[O:11])[CH2:6][CH2:5][CH2:4][CH2:3][CH2:2]1, predict the reactants needed to synthesize it. The reactants are: [CH:1]1([CH2:7][C@H:8]([N:12]2[CH2:16][C:15]([O:17][C:18]3[CH:23]=[CH:22][CH:21]=[CH:20][C:19]=3[C:24]([F:27])([F:26])[F:25])=[CH:14][C:13]2=[O:28])[C:9]([OH:11])=O)[CH2:6][CH2:5][CH2:4][CH2:3][CH2:2]1.C(Cl)(=O)C(Cl)=O.[CH3:35][N:36]1[CH:40]=[CH:39][C:38]([NH2:41])=[N:37]1.C(N(CC)CC)C. (3) Given the product [F:18][C:17]1[C:8]2[O:7][CH:3]([CH2:4][CH2:5][CH3:6])[CH:1]=[CH:2][C:9]=2[C:10]2[CH2:11][CH2:12][CH:13]([CH:20]3[CH2:25][CH2:24][CH:23]([CH2:26][CH2:27][CH3:28])[CH2:22][CH2:21]3)[CH2:14][C:15]=2[C:16]=1[F:19], predict the reactants needed to synthesize it. The reactants are: [C:1]([CH:3]([O:7][C:8]1[CH:9]=[C:10]2[C:15](=[C:16]([F:19])[C:17]=1[F:18])[CH2:14][CH:13]([CH:20]1[CH2:25][CH2:24][CH:23]([CH2:26][CH2:27][CH3:28])[CH2:22][CH2:21]1)[CH2:12][CH2:11]2)[CH2:4][CH2:5][CH3:6])#[CH:2].Cl.